From a dataset of Reaction yield outcomes from USPTO patents with 853,638 reactions. Predict the reaction yield, written as a fraction of the theoretical maximum amount of product (1.0 means a 100% yield; for example, 0.34 means a 34% yield). (1) The reactants are [NH:1]1[C:9]2[C:4](=[CH:5][CH:6]=[CH:7][CH:8]=2)[C:3](/[CH:10]=[CH:11]/[C:12]([NH:14][C@@H:15]([C:17]2[CH:22]=[CH:21][C:20]([O:23][CH2:24][C:25]([F:28])([F:27])[F:26])=[CH:19][N:18]=2)[CH3:16])=[O:13])=[CH:2]1.[CH2:29]([Zn])C.ICI.Cl.N. The catalyst is ClCCl. The product is [NH:1]1[C:9]2[C:4](=[CH:5][CH:6]=[CH:7][CH:8]=2)[C:3]([C@@H:10]2[CH2:29][C@H:11]2[C:12]([NH:14][C@@H:15]([C:17]2[CH:22]=[CH:21][C:20]([O:23][CH2:24][C:25]([F:26])([F:28])[F:27])=[CH:19][N:18]=2)[CH3:16])=[O:13])=[CH:2]1. The yield is 0.0300. (2) The reactants are [CH2:1]([O:8][C:9]1[C:18]2[C:17](=O)[O:16]C(C)(C)[O:14][C:13]=2[CH:12]=[CH:11][CH:10]=1)[C:2]1[CH:7]=[CH:6][CH:5]=[CH:4][CH:3]=1.[H-].C([Al+]CC(C)C)C(C)C. The catalyst is ClCCl.C1(C)C=CC=CC=1. The product is [CH2:1]([O:8][C:9]1[CH:10]=[CH:11][CH:12]=[C:13]([OH:14])[C:18]=1[CH:17]=[O:16])[C:2]1[CH:3]=[CH:4][CH:5]=[CH:6][CH:7]=1. The yield is 0.700. (3) The reactants are [Br:1][C:2]1[C:3]([F:14])=[C:4]2[C:10]([N+:11]([O-])=O)=[CH:9][NH:8][C:5]2=[N:6][CH:7]=1.C([O-])([O-])=O.[Na+].[Na+]. The catalyst is Cl. The product is [Br:1][C:2]1[C:3]([F:14])=[C:4]2[C:10]([NH2:11])=[CH:9][NH:8][C:5]2=[N:6][CH:7]=1. The yield is 0.282.